From a dataset of Aqueous solubility values for 9,982 compounds from the AqSolDB database. Regression/Classification. Given a drug SMILES string, predict its absorption, distribution, metabolism, or excretion properties. Task type varies by dataset: regression for continuous measurements (e.g., permeability, clearance, half-life) or binary classification for categorical outcomes (e.g., BBB penetration, CYP inhibition). For this dataset (solubility_aqsoldb), we predict Y. (1) The molecule is C=C[C@H]1CN2CC[C@H]1C[C@H]2[C@@]12Nc3ccccc3[C@]1(O)CCO2. The Y is -2.67 log mol/L. (2) The drug is O=C(O)c1cc(N=Nc2ccc(S(=O)(=O)Nc3ccccn3)cc2)ccc1O. The Y is -6.14 log mol/L. (3) The compound is CC(CC(=O)Nc1ccccc1)C(=O)O. The Y is 0.390 log mol/L. (4) The drug is CC(C)c1ccccc1C(C)C. The Y is -6.60 log mol/L. (5) The compound is Clc1cc(Oc2cc(Cl)c(Cl)c(Cl)c2Cl)cc(Cl)c1Cl. The Y is -9.54 log mol/L. (6) The drug is Clc1ccccc1-c1c(Cl)ccc(Cl)c1Cl. The Y is -6.30 log mol/L. (7) The molecule is CCOC(=O)C(CC(=O)O)=C(c1ccccc1)c1ccccc1. The Y is -2.19 log mol/L. (8) The compound is c1ccc2c(c1)CCC2. The Y is -3.04 log mol/L.